From a dataset of Reaction yield outcomes from USPTO patents with 853,638 reactions. Predict the reaction yield, written as a fraction of the theoretical maximum amount of product (1.0 means a 100% yield; for example, 0.34 means a 34% yield). (1) The reactants are [Cl:1][C:2]1[CH:7]=[CH:6][N:5]=[C:4]([NH2:8])[CH:3]=1.C1C(=O)N([Br:16])C(=O)C1. The catalyst is C(#N)C.O. The product is [Br:16][C:7]1[C:2]([Cl:1])=[CH:3][C:4]([NH2:8])=[N:5][CH:6]=1. The yield is 0.770. (2) The reactants are [C:1]1([CH3:15])[CH:6]=[CH:5][CH:4]=[CH:3][C:2]=1[O:7][C:8]1[CH:13]=[CH:12][CH:11]=[CH:10][C:9]=1I.[Li]CCCC.CON(C)[C:24]([C@@H:26]1[CH2:31][CH2:30][CH2:29][N:28]([C:32]([O:34][C:35]([CH3:38])([CH3:37])[CH3:36])=[O:33])[CH2:27]1)=[O:25].[NH4+].[Cl-]. The catalyst is C1COCC1. The product is [C:1]1([CH3:15])[CH:6]=[CH:5][CH:4]=[CH:3][C:2]=1[O:7][C:8]1[CH:13]=[CH:12][CH:11]=[CH:10][C:9]=1[C:24]([C@@H:26]1[CH2:31][CH2:30][CH2:29][N:28]([C:32]([O:34][C:35]([CH3:38])([CH3:37])[CH3:36])=[O:33])[CH2:27]1)=[O:25]. The yield is 0.450. (3) The reactants are [NH:1]1[CH:5]=[CH:4][N:3]=[C:2]1[CH:6]=[O:7].[C:8]([O:12][C:13](=[O:16])[CH2:14]Br)([CH3:11])([CH3:10])[CH3:9].C(=O)([O-])[O-].[K+].[K+].[I-].[K+]. The catalyst is CN(C=O)C. The product is [CH:6]([C:2]1[N:1]([CH2:14][C:13]([O:12][C:8]([CH3:11])([CH3:10])[CH3:9])=[O:16])[CH:5]=[CH:4][N:3]=1)=[O:7]. The yield is 0.390. (4) The reactants are Br[C:2]1[CH:7]=[C:6]([C:8]2([C:19]3[CH:24]=[CH:23][N:22]=[C:21]([CH:25]([F:27])[F:26])[CH:20]=3)[C:16]3[C:11](=[C:12]([F:17])[CH:13]=[CH:14][CH:15]=3)[C:10]([NH2:18])=[N:9]2)[CH:5]=[CH:4][N:3]=1.[N:28]1[CH:33]=[C:32](B(O)O)[CH:31]=[N:30][CH:29]=1.C(=O)([O-])[O-].[Cs+].[Cs+]. The catalyst is C1C=CC(P(C2C=CC=CC=2)[C-]2C=CC=C2)=CC=1.C1C=CC(P(C2C=CC=CC=2)[C-]2C=CC=C2)=CC=1.Cl[Pd]Cl.[Fe+2].COCCOC.CCO.O. The product is [F:26][CH:25]([F:27])[C:21]1[CH:20]=[C:19]([C:8]2([C:6]3[CH:5]=[CH:4][N:3]=[C:2]([C:32]4[CH:33]=[N:28][CH:29]=[N:30][CH:31]=4)[CH:7]=3)[C:16]3[C:11](=[C:12]([F:17])[CH:13]=[CH:14][CH:15]=3)[C:10]([NH2:18])=[N:9]2)[CH:24]=[CH:23][N:22]=1. The yield is 0.390. (5) The reactants are Cl[C:2]1[CH:11]=[C:10]([F:12])[CH:9]=[CH:8][C:3]=1[C:4]([O:6][CH3:7])=[O:5].[Cu][C:14]#[N:15].[C-]#N.[Na+].C(OCC)(=O)C. The catalyst is O. The product is [C:14]([C:2]1[CH:11]=[C:10]([F:12])[CH:9]=[CH:8][C:3]=1[C:4]([O:6][CH3:7])=[O:5])#[N:15]. The yield is 0.730.